Dataset: NCI-60 drug combinations with 297,098 pairs across 59 cell lines. Task: Regression. Given two drug SMILES strings and cell line genomic features, predict the synergy score measuring deviation from expected non-interaction effect. Cell line: COLO 205. Drug 2: C1=CC(=C2C(=C1NCCNCCO)C(=O)C3=C(C=CC(=C3C2=O)O)O)NCCNCCO. Synergy scores: CSS=53.2, Synergy_ZIP=7.46, Synergy_Bliss=7.87, Synergy_Loewe=-14.9, Synergy_HSA=3.96. Drug 1: C1CCN(CC1)CCOC2=CC=C(C=C2)C(=O)C3=C(SC4=C3C=CC(=C4)O)C5=CC=C(C=C5)O.